From a dataset of Kir2.1 potassium channel HTS with 301,493 compounds. Binary Classification. Given a drug SMILES string, predict its activity (active/inactive) in a high-throughput screening assay against a specified biological target. (1) The molecule is OC(=O)C(c1ccccc1)c1ccccc1. The result is 0 (inactive). (2) The molecule is S(CC(=O)N1CC(Nc2cc(c(cc2)C)C)CCC1)c1ncccc1. The result is 0 (inactive). (3) The molecule is Clc1cc(N2C(=O)C(/NC2=O)=C\c2c(n(c(c2)C)CCOC)C)ccc1. The result is 0 (inactive). (4) The compound is Brc1sc(C(=O)N2CCCN(CC2)C)cc1. The result is 0 (inactive).